This data is from Catalyst prediction with 721,799 reactions and 888 catalyst types from USPTO. The task is: Predict which catalyst facilitates the given reaction. (1) Reactant: [C:1]([C:3]1[C:4]([NH:25][CH:26]2[CH2:31][CH2:30][CH2:29][CH2:28][CH2:27]2)=[N:5][C:6]([NH:9][C:10]2[CH:15]=[CH:14][C:13]([S:16]([CH3:24])(=[N:18][C:19]([O:21][CH2:22][CH3:23])=[O:20])=[O:17])=[CH:12][CH:11]=2)=[N:7][CH:8]=1)#[N:2].[N-:32]=[N+:33]=[N-:34].[Na+].[Cl-].[NH4+]. Product: [CH:26]1([NH:25][C:4]2[C:3]([C:1]3[N:32]=[N:33][NH:34][N:2]=3)=[CH:8][N:7]=[C:6]([NH:9][C:10]3[CH:15]=[CH:14][C:13]([S:16]([CH3:24])(=[N:18][C:19]([O:21][CH2:22][CH3:23])=[O:20])=[O:17])=[CH:12][CH:11]=3)[N:5]=2)[CH2:31][CH2:30][CH2:29][CH2:28][CH2:27]1. The catalyst class is: 3. (2) Reactant: [C:1]([O:9][C:10]1[CH:15]=[CH:14][C:13]([OH:16])=[C:12]([N+:17]([O-:19])=[O:18])[CH:11]=1)(=[O:8])[C:2]1[CH:7]=[CH:6][CH:5]=[CH:4][CH:3]=1.Br[CH2:21][C:22]([O:24][CH3:25])=[O:23].C(=O)([O-])[O-].[K+].[K+]. Product: [C:1]([O:9][C:10]1[CH:15]=[CH:14][C:13]([O:16][CH2:21][C:22]([O:24][CH3:25])=[O:23])=[C:12]([N+:17]([O-:19])=[O:18])[CH:11]=1)(=[O:8])[C:2]1[CH:3]=[CH:4][CH:5]=[CH:6][CH:7]=1. The catalyst class is: 21. (3) Reactant: CC1[N:3]([S:8]([C:11]2[CH:16]=[CH:15][C:14]([N:17]3[CH2:21][CH:20]([C:22]([F:25])([F:24])[F:23])[N:19]=[C:18]3[C:26]3[C:27]([CH3:32])=[N:28][CH:29]=[CH:30][CH:31]=3)=[CH:13][CH:12]=2)(=[O:10])=[O:9])C(C)=CC=1.C(=O)(O)[O-].[Na+]. Product: [CH3:32][C:27]1[C:26]([C:18]2[N:17]([C:14]3[CH:15]=[CH:16][C:11]([S:8]([NH2:3])(=[O:10])=[O:9])=[CH:12][CH:13]=3)[CH:21]=[C:20]([C:22]([F:23])([F:24])[F:25])[N:19]=2)=[CH:31][CH:30]=[CH:29][N:28]=1. The catalyst class is: 484.